From a dataset of Catalyst prediction with 721,799 reactions and 888 catalyst types from USPTO. Predict which catalyst facilitates the given reaction. (1) Reactant: [CH3:1][N:2]([CH2:13][C:14]1[N:18]([CH2:19][CH2:20][NH:21]C(=O)OC(C)(C)C)[C:17]2[CH:29]=[CH:30][CH:31]=[CH:32][C:16]=2[N:15]=1)[CH:3]1[C:12]2[N:11]=[CH:10][CH:9]=[CH:8][C:7]=2[CH2:6][CH2:5][CH2:4]1.Cl.O1CCOCC1. Product: [NH2:21][CH2:20][CH2:19][N:18]1[C:17]2[CH:29]=[CH:30][CH:31]=[CH:32][C:16]=2[N:15]=[C:14]1[CH2:13][N:2]([CH3:1])[CH:3]1[C:12]2[N:11]=[CH:10][CH:9]=[CH:8][C:7]=2[CH2:6][CH2:5][CH2:4]1. The catalyst class is: 5. (2) Product: [CH3:4][C:2]([C:5]1[CH:6]=[CH:7][C:8]([CH2:11][N:12]2[C:17](=[O:18])[C:16]([C:34]([NH:33][CH2:36][C:37]([OH:39])=[O:38])=[O:35])=[C:15]([OH:19])[N:14]([CH:20]([CH3:21])[CH3:22])[C:13]2=[O:23])=[CH:9][CH:10]=1)([CH3:1])[CH3:3]. Reactant: [CH3:1][C:2]([C:5]1[CH:10]=[CH:9][C:8]([CH2:11][N:12]2[C:17](=[O:18])[CH2:16][C:15](=[O:19])[N:14]([CH:20]([CH3:22])[CH3:21])[C:13]2=[O:23])=[CH:7][CH:6]=1)([CH3:4])[CH3:3].C(N(C(C)C)CC)(C)C.[N:33]([CH2:36][C:37]([O:39]CC)=[O:38])=[C:34]=[O:35]. The catalyst class is: 22. (3) Reactant: [F:1][C:2]([F:39])([F:38])[C:3]1[CH:4]=[C:5]([C@H:13]([O:15][C@H:16]2[CH2:20][N:19]([C:21]([O:23][C:24]([CH3:27])([CH3:26])[CH3:25])=[O:22])[C@@H:18]([C:28](O)=[O:29])[C@@H:17]2[C:31]2[CH:36]=[CH:35][C:34]([F:37])=[CH:33][CH:32]=2)[CH3:14])[CH:6]=[C:7]([C:9]([F:12])([F:11])[F:10])[CH:8]=1.C(O[C:45](Cl)=[O:46])C(C)C.[N+:48](=[CH2:50])=[N-:49]. Product: [F:11][C:9]([F:10])([F:12])[C:7]1[CH:6]=[C:5]([C@H:13]([O:15][C@H:16]2[CH2:20][N:19]([C:21]([O:23][C:24]([CH3:25])([CH3:27])[CH3:26])=[O:22])[C@@:18]([C:28](=[O:29])[CH2:50][N:48]=[NH:49])([CH:45]=[O:46])[C@@H:17]2[C:31]2[CH:32]=[CH:33][C:34]([F:37])=[CH:35][CH:36]=2)[CH3:14])[CH:4]=[C:3]([C:2]([F:38])([F:1])[F:39])[CH:8]=1. The catalyst class is: 1.